Dataset: Reaction yield outcomes from USPTO patents with 853,638 reactions. Task: Predict the reaction yield, written as a fraction of the theoretical maximum amount of product (1.0 means a 100% yield; for example, 0.34 means a 34% yield). The reactants are [CH:1]([C:4]1[CH:10]=[CH:9][CH:8]=[CH:7][C:5]=1[NH2:6])([CH3:3])[CH3:2].C1(C)C=CC=CC=1.[CH2:18]([O:25][C:26]1[C:27]([CH3:35])=[N:28][C:29](Br)=[C:30]([CH3:33])[C:31]=1[CH3:32])[C:19]1[CH:24]=[CH:23][CH:22]=[CH:21][CH:20]=1.CC([O-])(C)C.[Na+]. The catalyst is CCOC(C)=O.O.[Pd].C1C=CC(P(C2C(C3C(P(C4C=CC=CC=4)C4C=CC=CC=4)=CC=C4C=3C=CC=C4)=C3C(C=CC=C3)=CC=2)C2C=CC=CC=2)=CC=1. The product is [CH2:18]([O:25][C:26]1[C:31]([CH3:32])=[C:30]([CH3:33])[C:29]([NH:6][C:5]2[CH:7]=[CH:8][CH:9]=[CH:10][C:4]=2[CH:1]([CH3:3])[CH3:2])=[N:28][C:27]=1[CH3:35])[C:19]1[CH:24]=[CH:23][CH:22]=[CH:21][CH:20]=1. The yield is 0.990.